This data is from NCI-60 drug combinations with 297,098 pairs across 59 cell lines. The task is: Regression. Given two drug SMILES strings and cell line genomic features, predict the synergy score measuring deviation from expected non-interaction effect. (1) Drug 1: CN(C(=O)NC(C=O)C(C(C(CO)O)O)O)N=O. Drug 2: B(C(CC(C)C)NC(=O)C(CC1=CC=CC=C1)NC(=O)C2=NC=CN=C2)(O)O. Cell line: HCC-2998. Synergy scores: CSS=37.6, Synergy_ZIP=-2.35, Synergy_Bliss=-5.74, Synergy_Loewe=-65.8, Synergy_HSA=-5.11. (2) Drug 1: COC1=CC(=CC(=C1O)OC)C2C3C(COC3=O)C(C4=CC5=C(C=C24)OCO5)OC6C(C(C7C(O6)COC(O7)C8=CC=CS8)O)O. Drug 2: C1C(C(OC1N2C=NC3=C(N=C(N=C32)Cl)N)CO)O. Cell line: A498. Synergy scores: CSS=33.5, Synergy_ZIP=2.86, Synergy_Bliss=4.18, Synergy_Loewe=-0.461, Synergy_HSA=5.02. (3) Drug 1: CC1C(C(=O)NC(C(=O)N2CCCC2C(=O)N(CC(=O)N(C(C(=O)O1)C(C)C)C)C)C(C)C)NC(=O)C3=C4C(=C(C=C3)C)OC5=C(C(=O)C(=C(C5=N4)C(=O)NC6C(OC(=O)C(N(C(=O)CN(C(=O)C7CCCN7C(=O)C(NC6=O)C(C)C)C)C)C(C)C)C)N)C. Drug 2: C1=NC(=NC(=O)N1C2C(C(C(O2)CO)O)O)N. Cell line: HCC-2998. Synergy scores: CSS=19.2, Synergy_ZIP=-1.44, Synergy_Bliss=4.92, Synergy_Loewe=0.313, Synergy_HSA=1.70. (4) Drug 1: CC12CCC(CC1=CCC3C2CCC4(C3CC=C4C5=CN=CC=C5)C)O. Drug 2: CC1=C2C(C(=O)C3(C(CC4C(C3C(C(C2(C)C)(CC1OC(=O)C(C(C5=CC=CC=C5)NC(=O)OC(C)(C)C)O)O)OC(=O)C6=CC=CC=C6)(CO4)OC(=O)C)O)C)O. Cell line: MALME-3M. Synergy scores: CSS=29.0, Synergy_ZIP=-0.582, Synergy_Bliss=-0.323, Synergy_Loewe=-10.9, Synergy_HSA=-0.136. (5) Drug 1: CC1C(C(CC(O1)OC2CC(OC(C2O)C)OC3=CC4=CC5=C(C(=O)C(C(C5)C(C(=O)C(C(C)O)O)OC)OC6CC(C(C(O6)C)O)OC7CC(C(C(O7)C)O)OC8CC(C(C(O8)C)O)(C)O)C(=C4C(=C3C)O)O)O)O. Drug 2: CC(C)NC(=O)C1=CC=C(C=C1)CNNC.Cl. Cell line: MCF7. Synergy scores: CSS=30.8, Synergy_ZIP=-0.253, Synergy_Bliss=-1.32, Synergy_Loewe=-31.1, Synergy_HSA=-1.50. (6) Drug 1: CCN(CC)CCNC(=O)C1=C(NC(=C1C)C=C2C3=C(C=CC(=C3)F)NC2=O)C. Drug 2: CS(=O)(=O)CCNCC1=CC=C(O1)C2=CC3=C(C=C2)N=CN=C3NC4=CC(=C(C=C4)OCC5=CC(=CC=C5)F)Cl. Cell line: SW-620. Synergy scores: CSS=60.6, Synergy_ZIP=4.62, Synergy_Bliss=4.29, Synergy_Loewe=-14.2, Synergy_HSA=3.41. (7) Drug 1: CC1C(C(=O)NC(C(=O)N2CCCC2C(=O)N(CC(=O)N(C(C(=O)O1)C(C)C)C)C)C(C)C)NC(=O)C3=C4C(=C(C=C3)C)OC5=C(C(=O)C(=C(C5=N4)C(=O)NC6C(OC(=O)C(N(C(=O)CN(C(=O)C7CCCN7C(=O)C(NC6=O)C(C)C)C)C)C(C)C)C)N)C. Drug 2: N.N.Cl[Pt+2]Cl. Cell line: ACHN. Synergy scores: CSS=61.8, Synergy_ZIP=-2.59, Synergy_Bliss=-0.731, Synergy_Loewe=-0.490, Synergy_HSA=0.905. (8) Drug 1: C1=CC(=CC=C1CC(C(=O)O)N)N(CCCl)CCCl.Cl. Drug 2: CC1CCC2CC(C(=CC=CC=CC(CC(C(=O)C(C(C(=CC(C(=O)CC(OC(=O)C3CCCCN3C(=O)C(=O)C1(O2)O)C(C)CC4CCC(C(C4)OC)OCCO)C)C)O)OC)C)C)C)OC. Cell line: SK-MEL-2. Synergy scores: CSS=-21.3, Synergy_ZIP=-0.503, Synergy_Bliss=-19.1, Synergy_Loewe=-28.6, Synergy_HSA=-24.4. (9) Drug 1: CC(CN1CC(=O)NC(=O)C1)N2CC(=O)NC(=O)C2. Drug 2: C(=O)(N)NO. Cell line: OVCAR-4. Synergy scores: CSS=11.0, Synergy_ZIP=0.425, Synergy_Bliss=2.42, Synergy_Loewe=-8.07, Synergy_HSA=-1.75. (10) Drug 1: CC12CCC3C(C1CCC2=O)CC(=C)C4=CC(=O)C=CC34C. Drug 2: CCCCC(=O)OCC(=O)C1(CC(C2=C(C1)C(=C3C(=C2O)C(=O)C4=C(C3=O)C=CC=C4OC)O)OC5CC(C(C(O5)C)O)NC(=O)C(F)(F)F)O. Cell line: OVCAR-4. Synergy scores: CSS=18.3, Synergy_ZIP=0.0257, Synergy_Bliss=-0.920, Synergy_Loewe=-0.966, Synergy_HSA=-0.648.